From a dataset of Forward reaction prediction with 1.9M reactions from USPTO patents (1976-2016). Predict the product of the given reaction. (1) Given the reactants [C:1]([O:5][C:6](=[O:22])[NH:7][C:8]1[CH:13]=[CH:12][C:11]([O:14][C:15]([F:18])([F:17])[F:16])=[CH:10][C:9]=1[N+:19]([O-])=O)([CH3:4])([CH3:3])[CH3:2], predict the reaction product. The product is: [C:1]([O:5][C:6](=[O:22])[NH:7][C:8]1[CH:13]=[CH:12][C:11]([O:14][C:15]([F:18])([F:17])[F:16])=[CH:10][C:9]=1[NH2:19])([CH3:4])([CH3:2])[CH3:3]. (2) Given the reactants [N:1]1[C:8]([NH2:9])=[N:7][C:5]([NH2:6])=[N:4][C:2]=1[NH2:3].[CH3:10][C:11]1[N:16]=[C:15]([NH2:17])[N:14]=[C:13]([NH2:18])[N:12]=1.C=O.[OH-].[Na+], predict the reaction product. The product is: [N:1]1[C:8]([NH2:9])=[N:7][C:5]([NH2:6])=[N:4][C:2]=1[NH2:3].[CH3:10][C:11]1[N:16]=[C:15]([NH2:17])[N:14]=[C:13]([NH2:18])[N:12]=1. (3) The product is: [NH2:12][C:2]1[N:7]=[C:6]([CH3:8])[C:5]([N+:9]([O-:11])=[O:10])=[CH:4][CH:3]=1. Given the reactants Cl[C:2]1[N:7]=[C:6]([CH3:8])[C:5]([N+:9]([O-:11])=[O:10])=[CH:4][CH:3]=1.[NH2:12]C1N=C(C)C=CC=1.S(=O)(=O)(O)O.[N+]([O-])(O)=O, predict the reaction product. (4) Given the reactants [CH2:1]([O:8][C:9]([NH:11][CH:12]([CH3:16])C(O)=O)=[O:10])[C:2]1[CH:7]=[CH:6][CH:5]=[CH:4][CH:3]=1.[C:17](=[O:20])([O-])[O-:18].[K+].[K+].Cl[CH2:24][C:25]([N:27]([CH2:31][CH2:32][CH3:33])[CH2:28][CH2:29][CH3:30])=[O:26], predict the reaction product. The product is: [CH2:28]([N:27]([CH2:31][CH2:32][CH3:33])[C:25]([CH2:24][O:18][C:17](=[O:20])[CH2:16][CH2:12][NH:11][C:9]([O:8][CH2:1][C:2]1[CH:3]=[CH:4][CH:5]=[CH:6][CH:7]=1)=[O:10])=[O:26])[CH2:29][CH3:30]. (5) Given the reactants [C:1]([O:5][C:6]([CH:8]1[CH2:13][CH2:12][C:11](=[CH:14][C:15]([O:17]C(C)(C)C)=[O:16])[CH2:10][CH2:9]1)=[O:7])(C)(C)[CH3:2].[H][H], predict the reaction product. The product is: [CH2:1]([O:5][C:6]([CH:8]1[CH2:13][CH2:12][CH:11]([CH2:14][C:15]([OH:17])=[O:16])[CH2:10][CH2:9]1)=[O:7])[CH3:2]. (6) Given the reactants [Li+].[Br:2][C:3]1[CH:4]=[CH:5][C:6]([C:9]([O-:11])=O)=[N:7][CH:8]=1.CN(C(ON1N=NC2C=CC=CC1=2)=[N+](C)C)C.F[P-](F)(F)(F)(F)F.CCN(C(C)C)C(C)C.[NH2:45][CH:46]1[CH2:51][CH2:50][N:49]([CH3:52])[CH2:48][CH2:47]1, predict the reaction product. The product is: [Br:2][C:3]1[CH:4]=[CH:5][C:6]([C:9]([NH:45][CH:46]2[CH2:51][CH2:50][N:49]([CH3:52])[CH2:48][CH2:47]2)=[O:11])=[N:7][CH:8]=1.